Dataset: Peptide-MHC class I binding affinity with 185,985 pairs from IEDB/IMGT. Task: Regression. Given a peptide amino acid sequence and an MHC pseudo amino acid sequence, predict their binding affinity value. This is MHC class I binding data. (1) The peptide sequence is DLMEFIDGI. The MHC is HLA-A02:01 with pseudo-sequence HLA-A02:01. The binding affinity (normalized) is 0.602. (2) The MHC is HLA-A26:01 with pseudo-sequence HLA-A26:01. The binding affinity (normalized) is 0. The peptide sequence is FLKEMGGL. (3) The peptide sequence is QRSDSSLV. The MHC is H-2-Kb with pseudo-sequence H-2-Kb. The binding affinity (normalized) is 0.